This data is from Catalyst prediction with 721,799 reactions and 888 catalyst types from USPTO. The task is: Predict which catalyst facilitates the given reaction. (1) Reactant: [C:1]([N:4]1[C:13]2[C:8](=[CH:9][C:10]([C:14]3[N:15]=[N:16][N:17]([CH2:19][CH2:20][O:21][Si](C(C)(C)C)(C)C)[CH:18]=3)=[CH:11][CH:12]=2)[C@H:7]([NH2:29])[CH2:6][C@@H:5]1[CH3:30])(=[O:3])[CH3:2].Cl[C:32]1[CH:37]=[C:36]([CH3:38])[CH:35]=[CH:34][N:33]=1.CC(C)([O-])C.[Na+].C1(P(C2CCCCC2)C2C=CC=CC=2C2C(N(C)C)=CC=CC=2)CCCCC1. Product: [C:1]([N:4]1[C:13]2[C:8](=[CH:9][C:10]([C:14]3[N:15]=[N:16][N:17]([CH2:19][CH2:20][OH:21])[CH:18]=3)=[CH:11][CH:12]=2)[C@H:7]([NH:29][C:32]2[CH:37]=[C:36]([CH3:38])[CH:35]=[CH:34][N:33]=2)[CH2:6][C@@H:5]1[CH3:30])(=[O:3])[CH3:2]. The catalyst class is: 101. (2) Reactant: [NH2:1][C:2]1[S:14][C:13]2[CH2:12][C@@H:11]3[C@H:6]([CH2:7][C@@H:8]([C:16]([N:18]([CH2:27][CH2:28][CH3:29])[C:19]([NH:21][CH2:22][CH2:23][N:24]([CH3:26])[CH3:25])=[O:20])=[O:17])[CH2:9][N:10]3[CH3:15])[CH2:5][C:4]=2[C:3]=1[C:30]#[N:31].[ClH:32]. Product: [ClH:32].[ClH:32].[NH2:1][C:2]1[S:14][C:13]2[CH2:12][C@@H:11]3[C@H:6]([CH2:7][C@@H:8]([C:16]([N:18]([CH2:27][CH2:28][CH3:29])[C:19]([NH:21][CH2:22][CH2:23][N:24]([CH3:26])[CH3:25])=[O:20])=[O:17])[CH2:9][N:10]3[CH3:15])[CH2:5][C:4]=2[C:3]=1[C:30]#[N:31]. The catalyst class is: 8.